From a dataset of Forward reaction prediction with 1.9M reactions from USPTO patents (1976-2016). Predict the product of the given reaction. Given the reactants [CH2:1]([C:4]1[NH:5][C:6]2[C:11]([CH:12]=1)=[C:10]([C:13]([F:16])([F:15])[F:14])[C:9]([C:17]#[N:18])=[CH:8][CH:7]=2)[CH2:2][CH3:3].Cl[CH2:20][C:21]1[N:25]=[C:24]([C:26]2[CH:31]=[CH:30][CH:29]=[C:28]([C:32]([F:35])([F:34])[F:33])[CH:27]=2)[O:23][N:22]=1.C([O-])([O-])=O.[Cs+].[Cs+].CC#N, predict the reaction product. The product is: [CH2:1]([C:4]1[N:5]([CH2:20][C:21]2[N:25]=[C:24]([C:26]3[CH:31]=[CH:30][CH:29]=[C:28]([C:32]([F:35])([F:33])[F:34])[CH:27]=3)[O:23][N:22]=2)[C:6]2[C:11]([CH:12]=1)=[C:10]([C:13]([F:15])([F:16])[F:14])[C:9]([C:17]#[N:18])=[CH:8][CH:7]=2)[CH2:2][CH3:3].